Dataset: Reaction yield outcomes from USPTO patents with 853,638 reactions. Task: Predict the reaction yield, written as a fraction of the theoretical maximum amount of product (1.0 means a 100% yield; for example, 0.34 means a 34% yield). (1) The reactants are Br[C:2]1[CH:21]=[CH:20][C:5]2[N:6]([C:11]3[CH:16]=[CH:15][C:14]([CH2:17][CH2:18][OH:19])=[CH:13][CH:12]=3)[C:7]([CH2:9][CH3:10])=[N:8][C:4]=2[CH:3]=1.[B:22]1([B:22]2[O:26][C:25]([CH3:28])([CH3:27])[C:24]([CH3:30])([CH3:29])[O:23]2)[O:26][C:25]([CH3:28])([CH3:27])[C:24]([CH3:30])([CH3:29])[O:23]1.CC([O-])=O.[K+]. The catalyst is CS(C)=O.O.C1(P(C2C=CC=CC=2)[C-]2C=CC=C2)C=CC=CC=1.[C-]1(P(C2C=CC=CC=2)C2C=CC=CC=2)C=CC=C1.[Fe+2].C1C=CC(P(C2C=CC=CC=2)[C-]2C=CC=C2)=CC=1.C1C=CC(P(C2C=CC=CC=2)[C-]2C=CC=C2)=CC=1.Cl[Pd]Cl.[Fe+2].C(Cl)Cl. The product is [CH2:9]([C:7]1[N:6]([C:11]2[CH:16]=[CH:15][C:14]([CH2:17][CH2:18][OH:19])=[CH:13][CH:12]=2)[C:5]2[CH:20]=[CH:21][C:2]([B:22]3[O:26][C:25]([CH3:28])([CH3:27])[C:24]([CH3:30])([CH3:29])[O:23]3)=[CH:3][C:4]=2[N:8]=1)[CH3:10]. The yield is 0.350. (2) The reactants are [CH:1]1([C:7]2[C:8]3[CH:9]=[CH:10][C:11]([C:37]([NH:39][S:40]([N:43]([CH3:45])[CH3:44])(=[O:42])=[O:41])=[O:38])=[CH:12][C:13]=3[N:14]3[CH2:20][C:19]([C:21]([N:23]4[CH2:28][C@H:27]([CH3:29])[NH:26][C@H:25]([CH3:30])[CH2:24]4)=[O:22])=[CH:18][C:17]4[CH:31]=[C:32]([O:35][CH3:36])[CH:33]=[CH:34][C:16]=4[C:15]=23)[CH2:6][CH2:5][CH2:4][CH2:3][CH2:2]1.C=O.[C:48]([BH3-])#N.[Na+]. The catalyst is CO.[Cl-].[Zn+2].[Cl-]. The product is [CH:1]1([C:7]2[C:8]3[CH:9]=[CH:10][C:11]([C:37]([NH:39][S:40]([N:43]([CH3:44])[CH3:45])(=[O:41])=[O:42])=[O:38])=[CH:12][C:13]=3[N:14]3[CH2:20][C:19]([C:21]([N:23]4[CH2:24][C@H:25]([CH3:30])[N:26]([CH3:48])[C@H:27]([CH3:29])[CH2:28]4)=[O:22])=[CH:18][C:17]4[CH:31]=[C:32]([O:35][CH3:36])[CH:33]=[CH:34][C:16]=4[C:15]=23)[CH2:2][CH2:3][CH2:4][CH2:5][CH2:6]1. The yield is 0.820.